This data is from Forward reaction prediction with 1.9M reactions from USPTO patents (1976-2016). The task is: Predict the product of the given reaction. Given the reactants Cl.[Cl:2][C:3]1[CH:4]=[C:5]2[C:9](=[CH:10][CH:11]=1)[NH:8][CH:7]=[C:6]2[CH2:12][CH2:13][NH2:14].[CH3:15][O:16][C:17]1[CH:22]=[CH:21][CH:20]=[CH:19][C:18]=1[N:23]1[CH2:27][CH2:26][CH:25]([C:28](O)=[O:29])[C:24]1=[O:31].C1CN([P+](ON2N=NC3C=CC=CC2=3)(N2CCCC2)N2CCCC2)CC1.F[P-](F)(F)(F)(F)F.C(N(CC)C(C)C)(C)C, predict the reaction product. The product is: [Cl:2][C:3]1[CH:4]=[C:5]2[C:9](=[CH:10][CH:11]=1)[NH:8][CH:7]=[C:6]2[CH2:12][CH2:13][NH:14][C:28]([CH:25]1[CH2:26][CH2:27][N:23]([C:18]2[CH:19]=[CH:20][CH:21]=[CH:22][C:17]=2[O:16][CH3:15])[C:24]1=[O:31])=[O:29].